This data is from Reaction yield outcomes from USPTO patents with 853,638 reactions. The task is: Predict the reaction yield, written as a fraction of the theoretical maximum amount of product (1.0 means a 100% yield; for example, 0.34 means a 34% yield). The reactants are [N+:1]([C:4]1[CH:9]=[CH:8][C:7]([C:10]2[O:11][C:12]3[CH:18]=[CH:17][C:16]([N+:19]([O-])=O)=[CH:15][C:13]=3[CH:14]=2)=[CH:6][CH:5]=1)([O-])=O.Cl.O1CCOCC1. The catalyst is [Fe].O. The product is [NH2:1][C:4]1[CH:9]=[CH:8][C:7]([C:10]2[O:11][C:12]3[CH:18]=[CH:17][C:16]([NH2:19])=[CH:15][C:13]=3[CH:14]=2)=[CH:6][CH:5]=1. The yield is 0.900.